From a dataset of Catalyst prediction with 721,799 reactions and 888 catalyst types from USPTO. Predict which catalyst facilitates the given reaction. (1) Reactant: I[C:2]1[CH:7]=[CH:6][CH:5]=[CH:4][C:3]=1I.[CH2:9](B(O)O)[CH:10]([CH3:12])[CH3:11].CO[C:18]1C=CC=[C:22](OC)[C:23]=1[C:24]1C=CC=CC=1P(C1CCCCC1)C1CCCCC1.[O-]P([O-])([O-])=O.[K+].[K+].[K+]. Product: [CH2:9]([C:2]1[CH:7]=[CH:6][CH:5]=[CH:4][C:3]=1[CH2:18][CH:23]([CH3:24])[CH3:22])[CH:10]([CH3:12])[CH3:11]. The catalyst class is: 491. (2) Reactant: [N:1]1[CH:6]=[CH:5][C:4]([C:7]2[CH:11]=[N:10][NH:9][C:8]=2[C:12]2[CH:29]=[CH:28][C:15]([O:16][CH2:17][C:18]3[CH:27]=[CH:26][C:25]4[C:20](=[CH:21][CH:22]=[CH:23][CH:24]=4)[N:19]=3)=[CH:14][CH:13]=2)=[CH:3][CH:2]=1.[CH3:30]NN.S(=O)(=O)(O)O. Product: [CH3:30][N:9]1[C:8]([C:12]2[CH:13]=[CH:14][C:15]([O:16][CH2:17][C:18]3[CH:27]=[CH:26][C:25]4[C:20](=[CH:21][CH:22]=[CH:23][CH:24]=4)[N:19]=3)=[CH:28][CH:29]=2)=[C:7]([C:4]2[CH:3]=[CH:2][N:1]=[CH:6][CH:5]=2)[CH:11]=[N:10]1. The catalyst class is: 8.